From a dataset of Forward reaction prediction with 1.9M reactions from USPTO patents (1976-2016). Predict the product of the given reaction. Given the reactants P(=O)(O)(O)O.O=P12OP3(OP(OP(O3)(O1)=O)(=O)O2)=O.[CH3:20][NH:21][C:22]1[C:23]([NH2:28])=[CH:24][CH:25]=[CH:26][CH:27]=1.Cl.[NH:30]1[CH2:35][CH2:34][CH:33]([CH2:36][CH2:37][CH2:38][C:39](O)=O)[CH2:32][CH2:31]1.[OH-].[Na+], predict the reaction product. The product is: [CH3:20][N:21]1[C:22]2[CH:27]=[CH:26][CH:25]=[CH:24][C:23]=2[N:28]=[C:39]1[CH2:38][CH2:37][CH2:36][CH:33]1[CH2:34][CH2:35][NH:30][CH2:31][CH2:32]1.